From a dataset of Catalyst prediction with 721,799 reactions and 888 catalyst types from USPTO. Predict which catalyst facilitates the given reaction. (1) Reactant: [CH2:1]([C:5]1[N:10]2[N:11]=[CH:12][N:13]=[C:9]2[NH:8][C:7](=[O:14])[C:6]=1[CH2:15][C:16]1[CH:21]=[CH:20][C:19]([C:22]2[C:23]([C:28]#[N:29])=[CH:24][CH:25]=[CH:26][CH:27]=2)=[CH:18][CH:17]=1)[CH2:2][CH2:3][CH3:4].[F:30][C:31]1[CH:32]=[C:33](B(O)O)[CH:34]=[CH:35][C:36]=1[O:37][CH3:38].C(N(CC)CC)C.N1C=CC=CC=1. Product: [CH2:1]([C:5]1[N:10]2[N:11]=[CH:12][N:13]=[C:9]2[N:8]([C:33]2[CH:34]=[CH:35][C:36]([O:37][CH3:38])=[C:31]([F:30])[CH:32]=2)[C:7](=[O:14])[C:6]=1[CH2:15][C:16]1[CH:21]=[CH:20][C:19]([C:22]2[C:23]([C:28]#[N:29])=[CH:24][CH:25]=[CH:26][CH:27]=2)=[CH:18][CH:17]=1)[CH2:2][CH2:3][CH3:4]. The catalyst class is: 560. (2) Reactant: [Cl:1][C:2]1[CH:3]=[N:4][N:5]([CH3:16])[C:6]=1[C:7]1[CH:8]=[C:9]([C:13]([OH:15])=O)[O:10][C:11]=1[CH3:12].[NH2:17][C@@H:18]([CH2:31][C:32]1[CH:37]=[CH:36][C:35]([F:38])=[C:34]([F:39])[CH:33]=1)[CH2:19][N:20]1[C:28](=[O:29])[C:27]2[C:22](=[CH:23][CH:24]=[CH:25][CH:26]=2)[C:21]1=[O:30].C(N(CC)C(C)C)(C)C.F[P-](F)(F)(F)(F)F.Br[P+](N1CCCC1)(N1CCCC1)N1CCCC1. Product: [Cl:1][C:2]1[CH:3]=[N:4][N:5]([CH3:16])[C:6]=1[C:7]1[CH:8]=[C:9]([C:13]([NH:17][C@H:18]([CH2:19][N:20]2[C:21](=[O:30])[C:22]3[C:27](=[CH:26][CH:25]=[CH:24][CH:23]=3)[C:28]2=[O:29])[CH2:31][C:32]2[CH:37]=[CH:36][C:35]([F:38])=[C:34]([F:39])[CH:33]=2)=[O:15])[O:10][C:11]=1[CH3:12]. The catalyst class is: 2.